Task: Binary Classification. Given a T-cell receptor sequence (or CDR3 region) and an epitope sequence, predict whether binding occurs between them.. Dataset: TCR-epitope binding with 47,182 pairs between 192 epitopes and 23,139 TCRs (1) The epitope is KPLEFGATSAAL. The TCR CDR3 sequence is CASSLSTTGELFF. Result: 1 (the TCR binds to the epitope). (2) The epitope is RQLLFVVEV. The TCR CDR3 sequence is CASMPTRGTDTQYF. Result: 1 (the TCR binds to the epitope). (3) The epitope is AMFWSVPTV. The TCR CDR3 sequence is CSPIRGIEQYF. Result: 1 (the TCR binds to the epitope). (4) Result: 1 (the TCR binds to the epitope). The TCR CDR3 sequence is CASSSGLAGGAKNIQYF. The epitope is KLGGALQAK. (5) The epitope is MPASWVMRI. The TCR CDR3 sequence is CASSLGLETQYF. Result: 1 (the TCR binds to the epitope). (6) The epitope is FPPTSFGPL. The TCR CDR3 sequence is CASSSTRNQETQYF. Result: 0 (the TCR does not bind to the epitope).